Dataset: Full USPTO retrosynthesis dataset with 1.9M reactions from patents (1976-2016). Task: Predict the reactants needed to synthesize the given product. (1) Given the product [CH:13]([C:14]1[CH:15]=[CH:16][C:17]([OH:23])=[C:18]([CH:19]=1)[C:20]([NH2:22])=[O:21])=[O:24], predict the reactants needed to synthesize it. The reactants are: CC(NC[CH:13]([OH:24])[C:14]1[CH:15]=[CH:16][C:17]([OH:23])=[C:18]([C:20]([NH2:22])=[O:21])[CH:19]=1)CCC1C=CC=CC=1.Cl.C([O-])(O)=O.[Na+].I([O-])(=O)(=O)=O.[Na+].I([O-])(=O)(=O)=O.Cl. (2) Given the product [CH2:28]([N:7]1[C:8]2[C:17](=[C:16]([NH2:36])[CH:15]=[C:14]3[C:9]=2[N:10]=[CH:11][CH:12]=[CH:13]3)[N:5]=[CH:6]1)[CH:29]([CH3:31])[CH3:30], predict the reactants needed to synthesize it. The reactants are: C([N:5]1[C:17]2[C:16]3[CH:15]=[CH:14][CH:13]=[CH:12][C:11]=3[N:10]=[C:9](N)[C:8]=2[N:7]=[CH:6]1)C(C)C.C(OCCCC[CH2:28][CH:29]([CH3:31])[CH3:30])(=O)C=C.C([NH2:36])(=O)C=C.C(OCC)(=O)C. (3) Given the product [CH3:1][C@@H:2]1[CH2:7][O:6][CH2:5][CH2:4][N:3]1[C:8]1[N:9]=[CH:10][C:11]([NH2:14])=[CH:12][CH:13]=1, predict the reactants needed to synthesize it. The reactants are: [CH3:1][C@@H:2]1[CH2:7][O:6][CH2:5][CH2:4][N:3]1[C:8]1[CH:13]=[CH:12][C:11]([N+:14]([O-])=O)=[CH:10][N:9]=1. (4) Given the product [Cl:1][C:2]1[CH:3]=[CH:4][C:5]([C:6]([NH:8][C:9]2[CH:10]=[CH:11][C:12]([CH:15]([CH3:19])[C:16]([NH:63][CH2:62][C:61]3[N:57]([C:53]4[CH:54]=[CH:55][CH:56]=[C:51]([Cl:50])[CH:52]=4)[N:58]=[C:59]([C:64]([F:67])([F:66])[F:65])[CH:60]=3)=[O:18])=[CH:13][N:14]=2)=[O:7])=[CH:20][CH:21]=1, predict the reactants needed to synthesize it. The reactants are: [Cl:1][C:2]1[CH:21]=[CH:20][C:5]([C:6]([NH:8][C:9]2[N:14]=[CH:13][C:12]([CH:15]([CH3:19])[C:16]([OH:18])=O)=[CH:11][CH:10]=2)=[O:7])=[CH:4][CH:3]=1.ON1C2C=CC=CC=2N=N1.C(N=C=NCCCN(C)C)C.C(N(CC)CC)C.[Cl:50][C:51]1[CH:52]=[C:53]([N:57]2[C:61]([CH2:62][NH2:63])=[CH:60][C:59]([C:64]([F:67])([F:66])[F:65])=[N:58]2)[CH:54]=[CH:55][CH:56]=1. (5) Given the product [CH2:32]([O:39][C:40](=[O:41])[N:11]([CH2:10][CH:9]([OH:16])[CH:8]([NH:7][C:6]([O:5][C:1]([CH3:3])([CH3:4])[CH3:2])=[O:24])[CH2:17][C:18]1[CH:19]=[CH:20][CH:21]=[CH:22][CH:23]=1)[CH2:12][CH:13]([CH3:14])[CH3:15])[C:33]1[CH:38]=[CH:37][CH:36]=[CH:35][CH:34]=1, predict the reactants needed to synthesize it. The reactants are: [C:1]([O:5][C:6](=[O:24])[NH:7][CH:8]([CH2:17][C:18]1[CH:23]=[CH:22][CH:21]=[CH:20][CH:19]=1)[CH:9]([OH:16])[CH2:10][NH:11][CH2:12][CH:13]([CH3:15])[CH3:14])([CH3:4])([CH3:3])[CH3:2].C(N(CC)CC)C.[CH2:32]([O:39][C:40](Cl)=[O:41])[C:33]1[CH:38]=[CH:37][CH:36]=[CH:35][CH:34]=1. (6) Given the product [Br:17][C:3]1([Br:18])[CH2:4][CH2:5][C:6]2[N:7]=[C:8]([NH:11][C:12]([NH:14][CH2:15][CH3:16])=[O:13])[S:9][C:10]=2[C:2]1=[O:1], predict the reactants needed to synthesize it. The reactants are: [O:1]=[C:2]1[C:10]2[S:9][C:8]([NH:11][C:12]([NH:14][CH2:15][CH3:16])=[O:13])=[N:7][C:6]=2[CH2:5][CH2:4][CH2:3]1.[BrH:17].[Br:18]Br. (7) Given the product [F:1][C:2]1[CH:3]=[C:4]([N:13]2[CH2:17][C@H:16]([CH2:18][O:19][C:22]3[CH:26]=[CH:25][O:24][N:23]=3)[O:15][C:14]2=[O:20])[CH:5]=[CH:6][C:7]=1[N:8]1[CH:12]=[CH:11][N:10]=[CH:9]1, predict the reactants needed to synthesize it. The reactants are: [F:1][C:2]1[CH:3]=[C:4]([N:13]2[CH2:17][C@H:16]([CH2:18][OH:19])[O:15][C:14]2=[O:20])[CH:5]=[CH:6][C:7]=1[N:8]1[CH:12]=[CH:11][N:10]=[CH:9]1.O[C:22]1[CH:26]=[CH:25][O:24][N:23]=1.C1(P(C2C=CC=CC=2)C2C=CC=CC=2)C=CC=CC=1.CC(OC(/N=N/C(OC(C)C)=O)=O)C. (8) Given the product [CH2:15]([N:22]1[C:11]2[CH2:10][CH2:9][NH:8][CH2:13][C:12]=2[C:31]([C:25]2[CH:26]=[CH:27][C:28]([Cl:30])=[CH:29][C:24]=2[Cl:23])=[CH:32]1)[C:16]1[CH:21]=[CH:20][CH:19]=[CH:18][CH:17]=1, predict the reactants needed to synthesize it. The reactants are: C(OC([N:8]1[CH2:13][CH2:12][C:11](=O)[CH2:10][CH2:9]1)=O)(C)(C)C.[CH2:15]([NH2:22])[C:16]1[CH:21]=[CH:20][CH:19]=[CH:18][CH:17]=1.[Cl:23][C:24]1[CH:29]=[C:28]([Cl:30])[CH:27]=[CH:26][C:25]=1[CH:31]=[CH:32][N+]([O-])=O. (9) Given the product [Br:1][C:2]1[CH:18]=[CH:17][C:5]([CH2:6][N:7]([CH3:19])[CH2:8][C@H:9]([C:11]2[CH:12]=[CH:13][CH:14]=[CH:15][CH:16]=2)[OH:10])=[CH:4][CH:3]=1, predict the reactants needed to synthesize it. The reactants are: [Br:1][C:2]1[CH:18]=[CH:17][C:5]([CH2:6][NH:7][CH2:8][C@H:9]([C:11]2[CH:16]=[CH:15][CH:14]=[CH:13][CH:12]=2)[OH:10])=[CH:4][CH:3]=1.[C:19](O)(=O)C.C=O.C(O[BH-](OC(=O)C)OC(=O)C)(=O)C.[Na+]. (10) Given the product [Cl:11][C:6]1[C:7]([CH2:8][CH2:9][OH:10])=[C:2]([NH:19][CH:17]2[CH2:18][C:15]([F:20])([F:14])[CH2:16]2)[N:3]=[C:4]([S:12][CH3:13])[N:5]=1, predict the reactants needed to synthesize it. The reactants are: Cl[C:2]1[C:7]([CH2:8][CH2:9][OH:10])=[C:6]([Cl:11])[N:5]=[C:4]([S:12][CH3:13])[N:3]=1.[F:14][C:15]1([F:20])[CH2:18][CH:17]([NH2:19])[CH2:16]1.CCN(C(C)C)C(C)C.